Predict the reactants needed to synthesize the given product. From a dataset of Full USPTO retrosynthesis dataset with 1.9M reactions from patents (1976-2016). (1) Given the product [F:31][C:2]([F:1])([CH2:24][C:25]1[CH:30]=[CH:29][CH:28]=[CH:27][CH:26]=1)[CH2:3][C@H:4]([NH:15][C:16]([N:18]1[CH2:23][CH2:22][O:21][CH2:20][CH2:19]1)=[O:17])[C:5](=[O:14])[NH:6][C@@:7]([CH:12]=[O:13])([CH3:11])[CH2:8][CH2:9][CH3:10], predict the reactants needed to synthesize it. The reactants are: [F:1][C:2]([F:31])([CH2:24][C:25]1[CH:30]=[CH:29][CH:28]=[CH:27][CH:26]=1)[CH2:3][C@H:4]([NH:15][C:16]([N:18]1[CH2:23][CH2:22][O:21][CH2:20][CH2:19]1)=[O:17])[C:5](=[O:14])[NH:6][C@@:7]([CH2:12][OH:13])([CH3:11])[CH2:8][CH2:9][CH3:10].CC(OI1(OC(C)=O)(OC(C)=O)OC(=O)C2C=CC=CC1=2)=O. (2) Given the product [Na+:32].[S:27]1[CH:28]=[CH:29][C:25]([C:22]2[CH:21]=[CH:20][C:19]([O:18][C:15]3[CH:14]=[CH:13][C:12]([N:9]4[CH2:8][CH2:7][N:6]([CH2:5][CH2:4][C:3]([O-:30])=[O:2])[CH2:11][CH2:10]4)=[CH:17][CH:16]=3)=[CH:24][CH:23]=2)=[CH:26]1, predict the reactants needed to synthesize it. The reactants are: C[O:2][C:3](=[O:30])[CH2:4][CH2:5][N:6]1[CH2:11][CH2:10][N:9]([C:12]2[CH:17]=[CH:16][C:15]([O:18][C:19]3[CH:24]=[CH:23][C:22]([C:25]4[CH:29]=[CH:28][S:27][CH:26]=4)=[CH:21][CH:20]=3)=[CH:14][CH:13]=2)[CH2:8][CH2:7]1.[OH-].[Na+:32]. (3) Given the product [NH2:24][C:16]1[CH:15]=[C:14]([F:13])[C:22]([F:23])=[CH:21][C:17]=1[C:18]([NH:30][O:29][CH2:26][CH:27]=[CH2:28])=[O:20], predict the reactants needed to synthesize it. The reactants are: C(N1C=CN=C1)(N1C=CN=C1)=O.[F:13][C:14]1[CH:15]=[C:16]([NH2:24])[C:17](=[CH:21][C:22]=1[F:23])[C:18]([OH:20])=O.Cl.[CH2:26]([O:29][NH2:30])[CH:27]=[CH2:28].C(N(CC)CC)C. (4) Given the product [CH3:17][O:16][CH2:15][CH2:14][CH2:13][O:12][CH2:10][C:9]1[CH:8]=[C:7]([CH2:32][OH:31])[CH:20]=[CH:19][CH:18]=1, predict the reactants needed to synthesize it. The reactants are: COCCCO[C:7]1[CH:8]=[C:9]([CH:18]=[CH:19][C:20]=1C)[C:10]([O:12][CH2:13][CH2:14][CH2:15][O:16][CH3:17])=O.[H-].[Al+3].[Li+].[H-].[H-].[H-].[OH-].[Na+].Cl.[O:31]1CCC[CH2:32]1. (5) Given the product [C:8]([O:12][C:13]([N:15]1[CH2:20][C@H:19]([CH2:21][N:4]2[CH2:3][C@@H:2]([CH3:1])[O:6][C:5]2=[O:7])[N:18]([CH2:23][C:24]([N:26]2[C:34]3[C:29](=[N:30][CH:31]=[C:32]([CH2:35][C:36]4[CH:37]=[CH:38][C:39]([F:42])=[CH:40][CH:41]=4)[CH:33]=3)[C:28]([CH3:43])([CH3:44])[CH2:27]2)=[O:25])[CH2:17][C@H:16]1[CH3:45])=[O:14])([CH3:9])([CH3:10])[CH3:11], predict the reactants needed to synthesize it. The reactants are: [CH3:1][C@H:2]1[O:6][C:5](=[O:7])[NH:4][CH2:3]1.[C:8]([O:12][C:13]([N:15]1[CH2:20][C@H:19]([CH2:21]Cl)[N:18]([CH2:23][C:24]([N:26]2[C:34]3[C:29](=[N:30][CH:31]=[C:32]([CH2:35][C:36]4[CH:41]=[CH:40][C:39]([F:42])=[CH:38][CH:37]=4)[CH:33]=3)[C:28]([CH3:44])([CH3:43])[CH2:27]2)=[O:25])[CH2:17][C@H:16]1[CH3:45])=[O:14])([CH3:11])([CH3:10])[CH3:9].[I-].[K+].C(=O)([O-])[O-].[K+].[K+]. (6) Given the product [Br:11][C:12]1[CH:31]=[CH:30][C:15]2[O:16][CH2:17][CH:18]([NH:5][CH2:4][CH2:3][N:2]([CH3:6])[CH3:1])[CH2:19][N:20]3[C:28]4[CH:27]=[CH:26][CH:25]=[CH:24][C:23]=4[CH:22]=[C:21]3[C:14]=2[CH:13]=1, predict the reactants needed to synthesize it. The reactants are: [CH3:1][N:2]([CH3:6])[CH2:3][CH2:4][NH2:5].CC(O)=O.[Br:11][C:12]1[CH:31]=[CH:30][C:15]2[O:16][CH2:17][C:18](=O)[CH2:19][N:20]3[C:28]4[CH:27]=[CH:26][CH:25]=[CH:24][C:23]=4[CH:22]=[C:21]3[C:14]=2[CH:13]=1.[BH-](OC(C)=O)(OC(C)=O)OC(C)=O.[Na+].